This data is from Full USPTO retrosynthesis dataset with 1.9M reactions from patents (1976-2016). The task is: Predict the reactants needed to synthesize the given product. (1) Given the product [CH3:25][C@@H:26]1[N:32]([C:7]([O:5][CH:1]2[CH2:4][CH2:3][CH2:2]2)=[O:9])[CH2:31][C:30]2[CH:33]=[CH:34][C:35]([C:37]([O:39][CH3:40])=[O:38])=[CH:36][C:29]=2[O:28][CH2:27]1, predict the reactants needed to synthesize it. The reactants are: [CH:1]1([OH:5])[CH2:4][CH2:3][CH2:2]1.Cl[C:7](Cl)([O:9]C(=O)OC(Cl)(Cl)Cl)Cl.CCN(CC)CC.[CH3:25][C@@H:26]1[NH:32][CH2:31][C:30]2[CH:33]=[CH:34][C:35]([C:37]([O:39][CH3:40])=[O:38])=[CH:36][C:29]=2[O:28][CH2:27]1. (2) Given the product [CH3:2][C:3]1[CH:8]=[CH:7][CH:6]=[CH:5][C:4]=1[C:9]1[C:20](=[O:21])[N:19]([C@H:22]2[CH2:26][CH2:25][N:24]([S:28]([CH3:27])(=[O:30])=[O:29])[CH2:23]2)[C:12]2[N:13]=[C:14]([S:17][CH3:18])[N:15]=[CH:16][C:11]=2[CH:10]=1, predict the reactants needed to synthesize it. The reactants are: Cl.[CH3:2][C:3]1[CH:8]=[CH:7][CH:6]=[CH:5][C:4]=1[C:9]1[C:20](=[O:21])[N:19]([C@H:22]2[CH2:26][CH2:25][NH:24][CH2:23]2)[C:12]2[N:13]=[C:14]([S:17][CH3:18])[N:15]=[CH:16][C:11]=2[CH:10]=1.[CH3:27][S:28](Cl)(=[O:30])=[O:29].C(=O)(O)[O-].[Na+]. (3) Given the product [CH:1]1([C:7]2[C:8]3[CH:9]=[CH:10][C:11]([C:30]([OH:32])=[O:31])=[CH:12][C:13]=3[N:14]3[C:21]=2[C:20]2[CH:22]=[CH:23][CH:24]=[CH:25][C:19]=2[N:18]([CH3:26])[CH2:17][CH:16]([N:27]([CH3:28])[CH3:29])[CH2:15]3)[CH2:2][CH2:3][CH2:4][CH2:5][CH2:6]1, predict the reactants needed to synthesize it. The reactants are: [CH:1]1([C:7]2[C:8]3[CH:9]=[CH:10][C:11]([C:30]([O:32]C)=[O:31])=[CH:12][C:13]=3[N:14]3[C:21]=2[C:20]2[CH:22]=[CH:23][CH:24]=[CH:25][C:19]=2[N:18]([CH3:26])[CH2:17][CH:16]([N:27]([CH3:29])[CH3:28])[CH2:15]3)[CH2:6][CH2:5][CH2:4][CH2:3][CH2:2]1.[OH-].[Na+].Cl. (4) Given the product [Cl:3][C:4]1[CH:12]=[C:11]2[C:7]([C:8]([CH:20]([OH:25])[C:21]([F:22])([F:23])[F:24])=[CH:9][N:10]2[C:13]([O:15][C:16]([CH3:19])([CH3:18])[CH3:17])=[O:14])=[CH:6][CH:5]=1, predict the reactants needed to synthesize it. The reactants are: [BH4-].[Na+].[Cl:3][C:4]1[CH:12]=[C:11]2[C:7]([C:8]([C:20](=[O:25])[C:21]([F:24])([F:23])[F:22])=[CH:9][N:10]2[C:13]([O:15][C:16]([CH3:19])([CH3:18])[CH3:17])=[O:14])=[CH:6][CH:5]=1. (5) The reactants are: [CH3:1][O:2][C:3]1[CH:4]=[C:5]([CH:19]=[CH:20][C:21]=1[O:22][CH3:23])[CH2:6][CH:7]1[C:16]2[C:11](=[CH:12][C:13]([O:17][CH3:18])=[CH:14][CH:15]=2)[CH2:10][CH2:9][NH:8]1.Br[CH2:25][C:26](Br)=[O:27].[C:29]1([CH2:39][NH2:40])[C:38]2[C:33](=[CH:34][CH:35]=[CH:36][CH:37]=2)[CH:32]=[CH:31][CH:30]=1. Given the product [CH3:1][O:2][C:3]1[CH:4]=[C:5]([CH:19]=[CH:20][C:21]=1[O:22][CH3:23])[CH2:6][CH:7]1[C:16]2[C:11](=[CH:12][C:13]([O:17][CH3:18])=[CH:14][CH:15]=2)[CH2:10][CH2:9][N:8]1[CH2:25][C:26]([NH:40][CH2:39][C:29]1[C:38]2[C:33](=[CH:34][CH:35]=[CH:36][CH:37]=2)[CH:32]=[CH:31][CH:30]=1)=[O:27], predict the reactants needed to synthesize it. (6) Given the product [CH3:10][C:8]1([CH3:11])[C:7](=[O:12])[N:6]([C:13]2[CH:18]=[CH:17][CH:16]=[CH:15][CH:14]=2)[C:5]2[CH:19]=[CH:20][C:2]([NH:1][S:22]([CH3:21])(=[O:24])=[O:23])=[CH:3][C:4]=2[O:9]1, predict the reactants needed to synthesize it. The reactants are: [NH2:1][C:2]1[CH:20]=[CH:19][C:5]2[N:6]([C:13]3[CH:18]=[CH:17][CH:16]=[CH:15][CH:14]=3)[C:7](=[O:12])[C:8]([CH3:11])([CH3:10])[O:9][C:4]=2[CH:3]=1.[CH3:21][S:22](Cl)(=[O:24])=[O:23].N1C=CC=CC=1.C(=O)([O-])O.[Na+]. (7) Given the product [F:1][C:2]([C:12]1[CH:17]=[CH:16][C:15]([C:26]2[CH:27]=[CH:28][CH:29]=[C:30]([NH:4][S:5]([CH3:8])(=[O:7])=[O:6])[CH:25]=2)=[CH:14][CH:13]=1)([CH3:11])[CH2:3][NH:4][S:5]([CH:8]([CH3:10])[CH3:9])(=[O:7])=[O:6], predict the reactants needed to synthesize it. The reactants are: [F:1][C:2]([C:12]1[CH:17]=[CH:16][C:15](I)=[CH:14][CH:13]=1)([CH3:11])[CH2:3][NH:4][S:5]([CH:8]([CH3:10])[CH3:9])(=[O:7])=[O:6].C(O)C.CO.C[CH2:25][CH2:26][CH2:27][CH2:28][CH2:29][CH3:30]. (8) Given the product [Cl:39][C:40]1[CH:41]=[CH:42][C:43]([O:44][C:45]2[CH:46]=[CH:47][C:48]([NH:51][C:52]3[O:56][C:55]([C:57]([NH:59][C:60]4[CH:61]=[CH:62][C:63]([N:66]5[CH2:71][CH2:70][CH:69]([CH2:72][C:73]([OH:75])=[O:74])[CH2:68][CH2:67]5)=[N:64][CH:65]=4)=[O:58])=[N:54][N:53]=3)=[CH:49][CH:50]=2)=[CH:77][CH:78]=1, predict the reactants needed to synthesize it. The reactants are: ClC1C=CC(OC2C=CC(NC3OC(C(NC4C=CC(N5CCC(C(O)=O)CC5)=NC=4)=O)=NN=3)=CC=2)=CC=1.[Cl:39][C:40]1[CH:78]=[CH:77][C:43]([O:44][C:45]2[CH:50]=[CH:49][C:48]([NH:51][C:52]3[O:56][C:55]([C:57]([NH:59][C:60]4[CH:61]=[CH:62][C:63]([N:66]5[CH2:71][CH2:70][CH:69]([CH2:72][C:73]([O:75]C)=[O:74])[CH2:68][CH2:67]5)=[N:64][CH:65]=4)=[O:58])=[N:54][N:53]=3)=[CH:47][CH:46]=2)=[CH:42][CH:41]=1. (9) Given the product [C:1]([O:4][C@@H:5]1[C@@H:18]([O:19][C:20](=[O:22])[CH3:21])[C@H:17]([O:23][C:24](=[O:26])[CH3:25])[CH2:16][S:15][C@H:6]1[O:7][C:8]1[CH:9]=[N:10][CH:11]=[C:12]([C:31]2[CH:32]=[CH:33][C:28]([F:27])=[CH:29][C:30]=2[CH3:37])[CH:13]=1)(=[O:3])[CH3:2], predict the reactants needed to synthesize it. The reactants are: [C:1]([O:4][C@@H:5]1[C@@H:18]([O:19][C:20](=[O:22])[CH3:21])[C@H:17]([O:23][C:24](=[O:26])[CH3:25])[CH2:16][S:15][C@H:6]1[O:7][C:8]1[CH:9]=[N:10][CH:11]=[C:12](Br)[CH:13]=1)(=[O:3])[CH3:2].[F:27][C:28]1[CH:33]=[CH:32][C:31](B(O)O)=[C:30]([CH3:37])[CH:29]=1. (10) Given the product [CH:8]([O:14][C:2]1[C:11]2[C:6](=[CH:7][C:8]([O:14][CH3:15])=[C:9]([C:12]#[N:13])[CH:10]=2)[CH:5]=[C:4]([NH:16][C:17]2[CH:21]=[C:20]([CH3:22])[NH:19][N:18]=2)[N:3]=1)([CH3:9])[CH3:7], predict the reactants needed to synthesize it. The reactants are: Cl[C:2]1[C:11]2[C:6](=[CH:7][C:8]([O:14][CH3:15])=[C:9]([C:12]#[N:13])[CH:10]=2)[CH:5]=[C:4]([NH:16][C:17]2[CH:21]=[C:20]([CH3:22])[NH:19][N:18]=2)[N:3]=1.